Task: Predict the product of the given reaction.. Dataset: Forward reaction prediction with 1.9M reactions from USPTO patents (1976-2016) (1) Given the reactants [H-].[Na+].[CH2:3]([O:10][C:11]1[C:16]([OH:17])=[CH:15][CH:14]=[C:13]([Cl:18])[C:12]=1[C:19]1[CH:24]=[CH:23][CH:22]=[CH:21][C:20]=1[Cl:25])[C:4]1[CH:9]=[CH:8][CH:7]=[CH:6][CH:5]=1.S(C1C=CC(C)=CC=1)(O[CH2:30][C@@H:31]1[O:33][CH2:32]1)(=O)=O, predict the reaction product. The product is: [CH2:3]([O:10][C:11]1[C:16]([O:17][CH2:30][C@H:31]2[CH2:32][O:33]2)=[CH:15][CH:14]=[C:13]([Cl:18])[C:12]=1[C:19]1[CH:24]=[CH:23][CH:22]=[CH:21][C:20]=1[Cl:25])[C:4]1[CH:5]=[CH:6][CH:7]=[CH:8][CH:9]=1. (2) The product is: [F:17][C:2]([F:1])([F:18])[C:3]1[CH:4]=[CH:5][C:6]([C:9]2[N:10]=[C:11]([C:14](=[O:16])[N:51]3[CH2:52][CH2:53][C:54]4[C:59](=[CH:58][CH:57]=[C:56]([O:60][C:61]([CH3:67])([CH3:66])[C:62]([O:64][CH3:65])=[O:63])[CH:55]=4)[CH2:50]3)[S:12][CH:13]=2)=[CH:7][CH:8]=1. Given the reactants [F:1][C:2]([F:18])([F:17])[C:3]1[CH:8]=[CH:7][C:6]([C:9]2[N:10]=[C:11]([C:14]([OH:16])=O)[S:12][CH:13]=2)=[CH:5][CH:4]=1.C(N(C(C)C)CC)(C)C.CN(C)CCCN=C=NCC.O.ON1C2C=CC=CC=2N=N1.[CH2:50]1[C:59]2[C:54](=[CH:55][C:56]([O:60][C:61]([CH3:67])([CH3:66])[C:62]([O:64][CH3:65])=[O:63])=[CH:57][CH:58]=2)[CH2:53][CH2:52][NH:51]1, predict the reaction product. (3) Given the reactants Cl.[NH2:2][CH2:3][C:4]([NH:6][CH:7]([C:14]1[CH:19]=[CH:18][C:17]([Cl:20])=[CH:16][CH:15]=1)[C:8]1[CH:13]=[CH:12][CH:11]=[CH:10][CH:9]=1)=[O:5].[F:21][C:22]([F:33])([F:32])[C:23]1[CH:31]=[CH:30][C:26]([C:27](O)=[O:28])=[CH:25][CH:24]=1, predict the reaction product. The product is: [Cl:20][C:17]1[CH:18]=[CH:19][C:14]([CH:7]([NH:6][C:4]([CH2:3][NH:2][C:27](=[O:28])[C:26]2[CH:30]=[CH:31][C:23]([C:22]([F:21])([F:32])[F:33])=[CH:24][CH:25]=2)=[O:5])[C:8]2[CH:13]=[CH:12][CH:11]=[CH:10][CH:9]=2)=[CH:15][CH:16]=1. (4) Given the reactants [OH:1][CH:2]1[CH2:8][CH2:7][CH:6]2[CH:3]1[CH2:4][C:5]2=[O:9].CCN(CC)CC.[C:17](Cl)(=[O:24])[C:18]1[CH:23]=[CH:22][CH:21]=[CH:20][CH:19]=1, predict the reaction product. The product is: [C:17]([O:1][CH:2]1[CH2:8][CH2:7][CH:6]2[CH:3]1[CH2:4][C:5]2=[O:9])(=[O:24])[C:18]1[CH:23]=[CH:22][CH:21]=[CH:20][CH:19]=1.